From a dataset of Full USPTO retrosynthesis dataset with 1.9M reactions from patents (1976-2016). Predict the reactants needed to synthesize the given product. Given the product [N:1]1[CH:6]=[CH:5][CH:4]=[CH:3][C:2]=1[CH2:7][NH:8][C:9]1[N:10]=[CH:11][C:12]([NH:15][C:26]([C:24]2[CH2:23][CH2:22][O:21][C:20]3[CH:29]=[CH:30][C:17]([F:16])=[CH:18][C:19]=3[CH:25]=2)=[O:27])=[CH:13][CH:14]=1, predict the reactants needed to synthesize it. The reactants are: [N:1]1[CH:6]=[CH:5][CH:4]=[CH:3][C:2]=1[CH2:7][NH:8][C:9]1[CH:14]=[CH:13][C:12]([NH2:15])=[CH:11][N:10]=1.[F:16][C:17]1[CH:30]=[CH:29][C:20]2[O:21][CH2:22][CH2:23][C:24]([C:26](O)=[O:27])=[CH:25][C:19]=2[CH:18]=1.Cl.C(N=C=NCCCN(C)C)C.